The task is: Predict the reaction yield, written as a fraction of the theoretical maximum amount of product (1.0 means a 100% yield; for example, 0.34 means a 34% yield).. This data is from Reaction yield outcomes from USPTO patents with 853,638 reactions. (1) The reactants are [F:1][CH:2]([F:32])[C:3]1[N:7]([C:8]2[N:13]=[C:12]([N:14]3[CH2:19][CH2:18][O:17][CH2:16][CH2:15]3)[N:11]=[C:10]([CH:20]3[CH2:25][CH2:24][NH:23][CH2:22][CH2:21]3)[N:9]=2)[C:6]2[CH:26]=[CH:27][CH:28]=[C:29]([O:30][CH3:31])[C:5]=2[N:4]=1.CCN(C(C)C)C(C)C.Cl[CH2:43][CH2:44][S:45](Cl)(=[O:47])=[O:46].C(Cl)Cl.CCOC(C)=O. The catalyst is C(Cl)Cl. The product is [F:32][CH:2]([F:1])[C:3]1[N:7]([C:8]2[N:13]=[C:12]([N:14]3[CH2:15][CH2:16][O:17][CH2:18][CH2:19]3)[N:11]=[C:10]([CH:20]3[CH2:21][CH2:22][N:23]([S:45]([CH:44]=[CH2:43])(=[O:47])=[O:46])[CH2:24][CH2:25]3)[N:9]=2)[C:6]2[CH:26]=[CH:27][CH:28]=[C:29]([O:30][CH3:31])[C:5]=2[N:4]=1. The yield is 0.550. (2) The reactants are [CH2:1]([NH:6][CH2:7][C:8]([OH:10])=[O:9])[CH:2]=[C:3](C)[CH3:4].C/C=C\C. The catalyst is Cl[Ru](=C1N(C2C(C)=CC(C)=CC=2C)CCN1C1C(C)=CC(C)=CC=1C)(Cl)(=CC1C=CC=CC=1)[P](C1CCCCC1)(C1CCCCC1)C1CCCCC1.C(Cl)Cl. The product is [CH2:1]([NH:6][CH2:7][C:8]([OH:10])=[O:9])[CH:2]=[CH:3][CH3:4]. The yield is 0.840. (3) The reactants are CC1[N:3]([C:8]2[N:13]=[CH:12][C:11]([C:14]([C:19]3[CH:24]=[CH:23][C:22]([O:25][CH3:26])=[CH:21][CH:20]=3)(O)[CH:15]([CH3:17])[CH3:16])=[CH:10][CH:9]=2)C(C)=CC=1.Cl.[OH-].[Na+]. The catalyst is CCO. The product is [CH3:26][O:25][C:22]1[CH:21]=[CH:20][C:19]([C:14]([C:11]2[CH:10]=[CH:9][C:8]([NH2:3])=[N:13][CH:12]=2)=[C:15]([CH3:17])[CH3:16])=[CH:24][CH:23]=1. The yield is 0.900.